From a dataset of Reaction yield outcomes from USPTO patents with 853,638 reactions. Predict the reaction yield, written as a fraction of the theoretical maximum amount of product (1.0 means a 100% yield; for example, 0.34 means a 34% yield). (1) The reactants are [Cl:1][C:2]1[C:7]([F:8])=[CH:6][CH:5]=[CH:4][C:3]=1[N:9]1[C:13]([S:14][C:15]2[CH:16]=[N:17][C:18]([Cl:21])=[CH:19][CH:20]=2)=[CH:12][C:11]([C:22]([O:24]CC)=O)=[N:10]1.[CH3:27][NH2:28].CO. The catalyst is CO. The product is [Cl:1][C:2]1[C:7]([F:8])=[CH:6][CH:5]=[CH:4][C:3]=1[N:9]1[C:13]([S:14][C:15]2[CH:16]=[N:17][C:18]([Cl:21])=[CH:19][CH:20]=2)=[CH:12][C:11]([C:22]([NH:28][CH3:27])=[O:24])=[N:10]1. The yield is 0.820. (2) The reactants are [CH3:1][NH:2][C:3]1[CH:8]=[C:7]([C:9]([N:11]2[CH2:16][CH2:15][CH2:14][CH:13](C3C=CC(C(F)(F)F)=CC=3)[CH2:12]2)=[O:10])[CH:6]=[CH:5][N:4]=1.Cl.CNC1C=C(C=CN=1)[C:33]([OH:35])=[O:34].Cl.[CH3:40][O:41][C:42]1[CH:47]=[CH:46][C:45](C2CCCNC2)=[C:44]([C:54]([F:57])([F:56])[F:55])[CH:43]=1. No catalyst specified. The product is [CH:33]([OH:35])=[O:34].[CH3:40][O:41][C:42]1[CH:47]=[CH:46][C:45]([CH:13]2[CH2:14][CH2:15][CH2:16][N:11]([C:9]([C:7]3[CH:6]=[CH:5][N:4]=[C:3]([NH:2][CH3:1])[CH:8]=3)=[O:10])[CH2:12]2)=[C:44]([C:54]([F:55])([F:56])[F:57])[CH:43]=1. The yield is 0.0963. (3) The catalyst is CC(C)=O. The product is [F:1][C:2]1[C:7]([I:8])=[C:6]([O:9][CH3:10])[CH:5]=[CH:4][C:3]=1[CH:11]=[O:12]. The yield is 0.380. The reactants are [F:1][C:2]1[C:7]([I:8])=[C:6]([O:9][CH3:10])[CH:5]=[CH:4][C:3]=1[CH:11]1OCC[O:12]1.Cl. (4) The reactants are [Cl:1][C:2]1[C:3](=[O:38])[N:4]([C:27]2[CH:28]=[C:29]([CH:34]=[CH:35][C:36]=2[CH3:37])[C:30]([O:32]C)=[O:31])[C:5]([CH3:26])=[CH:6][C:7]=1[O:8][CH2:9][C:10]1[CH:15]=[CH:14][C:13]([F:16])=[CH:12][C:11]=1[CH2:17][NH:18][C:19]([NH:21][CH:22]1[CH2:25][CH2:24][CH2:23]1)=[O:20].[OH-].[Na+].CO.O. The catalyst is C1COCC1. The product is [Cl:1][C:2]1[C:3](=[O:38])[N:4]([C:27]2[CH:28]=[C:29]([CH:34]=[CH:35][C:36]=2[CH3:37])[C:30]([OH:32])=[O:31])[C:5]([CH3:26])=[CH:6][C:7]=1[O:8][CH2:9][C:10]1[CH:15]=[CH:14][C:13]([F:16])=[CH:12][C:11]=1[CH2:17][NH:18][C:19]([NH:21][CH:22]1[CH2:23][CH2:24][CH2:25]1)=[O:20]. The yield is 0.870. (5) The reactants are C1C[N:4]([P+](ON2N=NC3C=CC=CC2=3)(N2CCCC2)N2CCCC2)CC1.F[P-](F)(F)(F)(F)F.[C:34]([O:38][C:39]([N:41]1[CH2:44][CH:43]([CH2:45][C:46]([OH:48])=O)[CH2:42]1)=[O:40])([CH3:37])([CH3:36])[CH3:35]. The catalyst is CN(C=O)C. The product is [NH2:4][C:46](=[O:48])[CH2:45][CH:43]1[CH2:44][N:41]([C:39]([O:38][C:34]([CH3:37])([CH3:36])[CH3:35])=[O:40])[CH2:42]1. The yield is 0.575. (6) The reactants are Br[C:2]1[CH:3]=[C:4]2[C:8](=[CH:9][CH:10]=1)[NH:7][N:6]=[CH:5]2.[CH3:11][N:12](C=O)C. The catalyst is [Cl-].[Cl-].[Zn+2].C1C=CC([P]([Pd]([P](C2C=CC=CC=2)(C2C=CC=CC=2)C2C=CC=CC=2)([P](C2C=CC=CC=2)(C2C=CC=CC=2)C2C=CC=CC=2)[P](C2C=CC=CC=2)(C2C=CC=CC=2)C2C=CC=CC=2)(C2C=CC=CC=2)C2C=CC=CC=2)=CC=1. The product is [NH:12]1[C:11]2=[N:7][CH:8]=[C:4]([C:5]#[N:6])[CH:3]=[C:2]2[CH:10]=[CH:9]1. The yield is 0.750. (7) The yield is 0.790. The reactants are [N+:1]([C:4]1[CH:5]=[C:6]2[C:10](=[CH:11][CH:12]=1)[NH:9][N:8]=[CH:7]2)([O-:3])=[O:2].C(N(CC)CC)C.[C:20](Cl)(=[O:25])[C:21]([CH3:24])([CH3:23])[CH3:22]. The product is [CH3:22][C:21]([CH3:24])([CH3:23])[C:20]([N:9]1[C:10]2[C:6](=[CH:5][C:4]([N+:1]([O-:3])=[O:2])=[CH:12][CH:11]=2)[CH:7]=[N:8]1)=[O:25]. The catalyst is O1CCCC1. (8) The reactants are [CH3:1][O:2][CH2:3][O:4][C:5]1[CH:6]=[C:7]([CH2:15][OH:16])[CH:8]=[C:9]([O:11][CH2:12][O:13][CH3:14])[CH:10]=1.[Br:17]N1C(=O)CCC1=O.O. The catalyst is CN(C)C=O. The product is [Br:17][C:6]1[C:5]([O:4][CH2:3][O:2][CH3:1])=[CH:10][C:9]([O:11][CH2:12][O:13][CH3:14])=[CH:8][C:7]=1[CH2:15][OH:16]. The yield is 0.690.